This data is from Experimentally validated miRNA-target interactions with 360,000+ pairs, plus equal number of negative samples. The task is: Binary Classification. Given a miRNA mature sequence and a target amino acid sequence, predict their likelihood of interaction. (1) The miRNA is cfa-miR-539 with sequence GGAGAAAUUAUCCUUGGUGUGU. The protein sequence of the target gene is MPCVQAQYGSSPQGASPASQSYSYHSSGEYSSDFLTPEFVKFSMDLTNTEITATTSLPSFSTFMDNYSTGYDVKPPCLYQMPLSGQQSSIKVEDIQMHNYQQHSHLPPQSEEMMPHSGSVYYKPSSPPTPSTPSFQVQHSPMWDDPGSLHNFHQNYVATTHMIEQRKTPVSRLSLFSFKQSPPGTPVSSCQMRFDGPLHVPMNPEPAGSHHVVDGQTFAVPNPIRKPASMGFPGLQIGHASQLLDTQVPSPPSRGSPSNEGLCAVCGDNAACQHYGVRTCEGCKGFFKRTVQKNAKYVCL.... Result: 0 (no interaction). (2) The miRNA is hsa-miR-3606-3p with sequence AAAAUUUCUUUCACUACUUAG. The protein sequence of the target gene is MDGRDFGPQRSVHGPPPPLLSGLAMDSHRVGAATAGRLPSSGLPGPPPPGKYMAGLNLHPHPGFSHLPSGLYPSYLHLNHLDPPSSGSPLLSQLGQPSIFDTQKDGFYLPAPGTLHAHTPSSRTPSGHSSGGPAKGSSREGTGKDRAGRGGDPPPLFGKKDPRAREEVSGPRGVVDLTQEARAEGRQDRGSSRLAERLSPFLAEVKAKGALQPSALSLCNGVVDAGLVAELGRGGAKEVARQEENARLLRRAEALLPAARPCGSPLPPPPPLPPKGPPAPPSSTPAGVYTVFREPGREHR.... Result: 0 (no interaction).